Dataset: Reaction yield outcomes from USPTO patents with 853,638 reactions. Task: Predict the reaction yield, written as a fraction of the theoretical maximum amount of product (1.0 means a 100% yield; for example, 0.34 means a 34% yield). (1) The reactants are CS(O[CH:6]([C:22]1[CH:27]=[CH:26][C:25]([Br:28])=[CH:24][CH:23]=1)[CH2:7][CH2:8][CH:9](OS(C)(=O)=O)[C:10]1[CH:15]=[CH:14][C:13]([Br:16])=[CH:12][CH:11]=1)(=O)=O.[CH:29]1([C:32]2[CH:38]=[CH:37][C:35]([NH2:36])=[CH:34][CH:33]=2)[CH2:31][CH2:30]1. The catalyst is CN(C=O)C. The product is [Br:16][C:13]1[CH:14]=[CH:15][C:10]([CH:9]2[CH2:8][CH2:7][CH:6]([C:22]3[CH:27]=[CH:26][C:25]([Br:28])=[CH:24][CH:23]=3)[N:36]2[C:35]2[CH:37]=[CH:38][C:32]([CH:29]3[CH2:31][CH2:30]3)=[CH:33][CH:34]=2)=[CH:11][CH:12]=1. The yield is 0.760. (2) The reactants are [C:1]([C:3]1[CH:4]=[C:5]([C:13]2[O:17][N:16]=[C:15]([C:18]3[CH:36]=[CH:35][C:21]4[CH2:22][CH2:23][N:24]([CH2:27][CH2:28][CH2:29][C:30]([O:32]CC)=[O:31])[CH2:25][CH2:26][C:20]=4[CH:19]=3)[N:14]=2)[CH:6]=[CH:7][C:8]=1[O:9][CH:10]([CH3:12])[CH3:11])#[N:2].[OH-].[Na+].O. The catalyst is C(O)C. The product is [C:1]([C:3]1[CH:4]=[C:5]([C:13]2[O:17][N:16]=[C:15]([C:18]3[CH:36]=[CH:35][C:21]4[CH2:22][CH2:23][N:24]([CH2:27][CH2:28][CH2:29][C:30]([OH:32])=[O:31])[CH2:25][CH2:26][C:20]=4[CH:19]=3)[N:14]=2)[CH:6]=[CH:7][C:8]=1[O:9][CH:10]([CH3:11])[CH3:12])#[N:2]. The yield is 0.630. (3) The reactants are [OH:1][C:2]1[CH:7]=[CH:6][C:5]([C:8]2[CH:13]=[CH:12][CH:11]=[C:10]([C:14]#[N:15])[CH:9]=2)=[CH:4][CH:3]=1.S(=O)(=O)(O)O.[I:21]N1C(=O)CCC1=O. The catalyst is ClCCl.C(O)(=O)C. The product is [OH:1][C:2]1[CH:3]=[CH:4][C:5]([C:8]2[CH:13]=[CH:12][CH:11]=[C:10]([C:14]#[N:15])[CH:9]=2)=[CH:6][C:7]=1[I:21]. The yield is 0.770. (4) The product is [Br:40][C:6]1[N:7]([C:17]2[C:26]3[C:21](=[CH:22][CH:23]=[CH:24][CH:25]=3)[C:20]([CH:27]3[CH2:29][CH2:28]3)=[CH:19][CH:18]=2)[C:8]([S:11][CH2:12][C:13]([O:15][CH3:16])=[O:14])=[N:9][N:10]=1. The yield is 0.850. The catalyst is [Cl-].C([N+](CC)(CC)CC)C1C=CC=CC=1. The reactants are N([O-])=O.[Na+].N[C:6]1[N:7]([C:17]2[C:26]3[C:21](=[CH:22][CH:23]=[CH:24][CH:25]=3)[C:20]([CH:27]3[CH2:29][CH2:28]3)=[CH:19][CH:18]=2)[C:8]([S:11][CH2:12][C:13]([O:15][CH3:16])=[O:14])=[N:9][N:10]=1.ClC(Cl)C(O)=O.ClCCl.C(Br)(Br)[Br:40]. (5) The reactants are [CH:1]1([C:4]2[N:13]=[C:12]([N:14]3[CH2:19][CH2:18][N:17]([C:20]4[CH:25]=[CH:24][CH:23]=[CH:22][C:21]=4[O:26][CH3:27])[CH2:16][CH2:15]3)[C:11]3[C:6](=[CH:7][C:8](F)=[C:9]([F:28])[CH:10]=3)[N:5]=2)[CH2:3][CH2:2]1.[OH-:30].[K+].[CH3:32]O. No catalyst specified. The product is [CH:1]1([C:4]2[N:13]=[C:12]([N:14]3[CH2:15][CH2:16][N:17]([C:20]4[CH:25]=[CH:24][CH:23]=[CH:22][C:21]=4[O:26][CH3:27])[CH2:18][CH2:19]3)[C:11]3[C:6](=[CH:7][C:8]([O:30][CH3:32])=[C:9]([F:28])[CH:10]=3)[N:5]=2)[CH2:2][CH2:3]1. The yield is 0.120. (6) The reactants are I[C:2]1[CH:3]=[C:4]([CH:8]=[C:9]([N+:11]([O-:13])=[O:12])[CH:10]=1)[C:5]([OH:7])=[O:6].B(O)(O)[C:15]1[CH:16]=[CH:17][C:18]([CH3:21])=[CH:19][CH:20]=1.C([O-])([O-])=O.[Cs+].[Cs+].[OH-].[Na+]. The catalyst is C1(C)C=CC=CC=1.C(O)C.O.C1C=CC([P]([Pd]([P](C2C=CC=CC=2)(C2C=CC=CC=2)C2C=CC=CC=2)([P](C2C=CC=CC=2)(C2C=CC=CC=2)C2C=CC=CC=2)[P](C2C=CC=CC=2)(C2C=CC=CC=2)C2C=CC=CC=2)(C2C=CC=CC=2)C2C=CC=CC=2)=CC=1. The product is [CH3:21][C:18]1[CH:19]=[CH:20][C:15]([C:2]2[CH:10]=[C:9]([N+:11]([O-:13])=[O:12])[CH:8]=[C:4]([C:5]([OH:7])=[O:6])[CH:3]=2)=[CH:16][CH:17]=1. The yield is 0.972.